Dataset: Full USPTO retrosynthesis dataset with 1.9M reactions from patents (1976-2016). Task: Predict the reactants needed to synthesize the given product. (1) Given the product [C:11]([C:15]1[CH:20]=[CH:19][C:18]([C:2]2[CH:9]=[C:6]([CH:7]=[O:8])[C:5]([OH:10])=[CH:4][CH:3]=2)=[CH:17][CH:16]=1)([CH3:14])([CH3:13])[CH3:12], predict the reactants needed to synthesize it. The reactants are: Br[C:2]1[CH:9]=[C:6]([CH:7]=[O:8])[C:5]([OH:10])=[CH:4][CH:3]=1.[C:11]([C:15]1[CH:20]=[CH:19][C:18](B(O)O)=[CH:17][CH:16]=1)([CH3:14])([CH3:13])[CH3:12].C([O-])([O-])=O.[K+].[K+]. (2) Given the product [C:12]([O:15][C:16](=[O:17])[NH:1][CH2:2][CH:3]([OH:4])[C:5]1[CH:10]=[CH:9][CH:8]=[CH:7][CH:6]=1)([CH3:14])([CH3:13])[CH3:11], predict the reactants needed to synthesize it. The reactants are: [NH2:1][CH2:2][CH:3]([C:5]1[CH:10]=[CH:9][CH:8]=[CH:7][CH:6]=1)[OH:4].[CH3:11][C:12]([O:15][C:16](O[C:16]([O:15][C:12]([CH3:14])([CH3:13])[CH3:11])=[O:17])=[O:17])([CH3:14])[CH3:13]. (3) Given the product [F:1][C:2]1[C:9]([F:10])=[CH:8][CH:7]=[CH:6][C:3]=1[C:4](=[N:13][OH:12])[NH2:5], predict the reactants needed to synthesize it. The reactants are: [F:1][C:2]1[C:9]([F:10])=[CH:8][CH:7]=[CH:6][C:3]=1[C:4]#[N:5].[Cl-].[OH:12][NH3+:13].C(N(CC)CC)C. (4) Given the product [CH:16]1([CH2:15][O:14][C:12]2[C:11]([C:19]([F:21])([F:22])[F:20])=[CH:10][C:9]3[NH:23][C:24](=[O:41])[CH2:25][C:26]([C:28]4[CH:33]=[CH:32][CH:31]=[C:30]([C:34]5[CH:39]=[CH:38][N:37]=[C:36]([CH3:40])[CH:35]=5)[CH:29]=4)=[N:7][C:8]=3[CH:13]=2)[CH2:17][CH2:18]1, predict the reactants needed to synthesize it. The reactants are: C(OC(=O)[NH:7][C:8]1[CH:13]=[C:12]([O:14][CH2:15][CH:16]2[CH2:18][CH2:17]2)[C:11]([C:19]([F:22])([F:21])[F:20])=[CH:10][C:9]=1[NH:23][C:24](=[O:41])[CH2:25][C:26]([C:28]1[CH:33]=[CH:32][CH:31]=[C:30]([C:34]2[CH:39]=[CH:38][N:37]=[C:36]([CH3:40])[CH:35]=2)[CH:29]=1)=O)(C)(C)C.C(O)(C(F)(F)F)=O. (5) Given the product [Br:12][C:7]1[C:8]([F:11])=[C:9]2[O:24][C:23]([Cl:28])=[N:22][C:21]2=[C:3]([C:2]#[N:1])[C:6]=1[CH3:13], predict the reactants needed to synthesize it. The reactants are: [NH2:1][C:2]1[C:9](O)=[C:8]([F:11])[C:7]([Br:12])=[C:6]([CH3:13])[C:3]=1C#N.C(=S)(OCC)[S-].[K+].[CH3:21][N:22](C)[CH:23]=[O:24].S(Cl)([Cl:28])=O.